Dataset: Full USPTO retrosynthesis dataset with 1.9M reactions from patents (1976-2016). Task: Predict the reactants needed to synthesize the given product. (1) The reactants are: [CH3:1][O:2][C:3]1[CH:4]=[C:5]2[C:10](=[CH:11][C:12]=1[O:13][CH3:14])[N:9]=[CH:8][CH:7]=[C:6]2[O:15][C:16]1[CH:22]=[CH:21][C:19]([NH2:20])=[C:18]([CH3:23])[C:17]=1[CH3:24].C(N(CC)CC)C.[C:32](Cl)(Cl)=[S:33].[CH:36]1([NH:42][NH2:43])[CH2:41][CH2:40][CH2:39][CH2:38][CH2:37]1. Given the product [CH3:1][O:2][C:3]1[CH:4]=[C:5]2[C:10](=[CH:11][C:12]=1[O:13][CH3:14])[N:9]=[CH:8][CH:7]=[C:6]2[O:15][C:16]1[CH:22]=[CH:21][C:19]([NH:20][C:32]([NH:43][NH:42][CH:36]2[CH2:41][CH2:40][CH2:39][CH2:38][CH2:37]2)=[S:33])=[C:18]([CH3:23])[C:17]=1[CH3:24], predict the reactants needed to synthesize it. (2) Given the product [Br:1][C:2]1[CH:3]=[N:4][N:5]([C@@H:7]([CH:11]2[CH2:15][CH2:14][CH2:13][CH2:12]2)[CH2:8][C:9]#[N:22])[CH:6]=1, predict the reactants needed to synthesize it. The reactants are: [Br:1][C:2]1[CH:3]=[N:4][N:5]([C@@H:7]([CH:11]2[CH2:15][CH2:14][CH2:13][CH2:12]2)[CH2:8][CH:9]=O)[CH:6]=1.O1CCCC1.[OH-].[NH4+:22].II. (3) Given the product [CH2:9]([O:7][C:2]1[C:1](=[O:8])[CH2:6][CH2:5][CH2:4][CH:3]=1)[CH3:10], predict the reactants needed to synthesize it. The reactants are: [C:1]1(=[O:8])[CH2:6][CH2:5][CH2:4][CH2:3][C:2]1=[O:7].[C:9]1(C)C=CC(S(O)(=O)=O)=C[CH:10]=1. (4) Given the product [CH:20]1([C:23]2[N:24]([C:2]3[N:10]=[C:9]4[C:5]([N:6]=[C:7]([CH:12]=[O:13])[N:8]4[CH3:11])=[C:4]([N:14]4[CH2:19][CH2:18][O:17][CH2:16][CH2:15]4)[N:3]=3)[C:25]3[CH:31]=[CH:30][CH:29]=[CH:28][C:26]=3[N:27]=2)[CH2:22][CH2:21]1, predict the reactants needed to synthesize it. The reactants are: Cl[C:2]1[N:10]=[C:9]2[C:5]([N:6]=[C:7]([CH:12]=[O:13])[N:8]2[CH3:11])=[C:4]([N:14]2[CH2:19][CH2:18][O:17][CH2:16][CH2:15]2)[N:3]=1.[CH:20]1([C:23]2[NH:24][C:25]3[CH:31]=[CH:30][CH:29]=[CH:28][C:26]=3[N:27]=2)[CH2:22][CH2:21]1.CC(C1C=C(C(C)C)C(C2C=CC=CC=2P(C2CCCCC2)C2CCCCC2)=C(C(C)C)C=1)C.C([O-])([O-])=O.[Cs+].[Cs+]. (5) The reactants are: [Br:1][C:2]1[CH:3]=[N:4][C:5]2[N:6]([N:8]=[C:9]([C:11]([OH:13])=O)[CH:10]=2)[CH:7]=1.[CH3:14][C@H:15]1[C:24]2[C:19](=[CH:20][CH:21]=[CH:22][CH:23]=2)[CH2:18][CH2:17][NH:16]1. Given the product [Br:1][C:2]1[CH:3]=[N:4][C:5]2[N:6]([N:8]=[C:9]([C:11]([N:16]3[CH2:17][CH2:18][C:19]4[C:24](=[CH:23][CH:22]=[CH:21][CH:20]=4)[C@@H:15]3[CH3:14])=[O:13])[CH:10]=2)[CH:7]=1, predict the reactants needed to synthesize it.